From a dataset of Full USPTO retrosynthesis dataset with 1.9M reactions from patents (1976-2016). Predict the reactants needed to synthesize the given product. (1) Given the product [N:1]1[CH:2]=[CH:3][N:4]2[C:9]=1[CH:8]=[CH:7][C:6]([O:10][C:11]1[CH:12]=[C:13]([CH:17]=[CH:18][CH:19]=1)[C:14]([NH:25][C:24]1[CH:26]=[CH:27][CH:28]=[C:22]([C:21]([F:20])([F:29])[F:30])[CH:23]=1)=[O:16])=[N:5]2, predict the reactants needed to synthesize it. The reactants are: [N:1]1[CH:2]=[CH:3][N:4]2[C:9]=1[CH:8]=[CH:7][C:6]([O:10][C:11]1[CH:12]=[C:13]([CH:17]=[CH:18][CH:19]=1)[C:14]([OH:16])=O)=[N:5]2.[F:20][C:21]([F:30])([F:29])[C:22]1[CH:23]=[C:24]([CH:26]=[CH:27][CH:28]=1)[NH2:25].O.ON1C2C=CC=CC=2N=N1.Cl.CN(C)CCCN=C=NCC.C(N(CC)CC)C. (2) The reactants are: [CH3:1][O:2][C:3]1[CH:4]=[C:5]2[C:10](=[CH:11][CH:12]=1)[C:9](=[O:13])[O:8][CH2:7][CH2:6]2.C1C(=O)N(Br)C(=O)C1.C(OOC(=O)C1C=CC=CC=1)(=O)C1C=CC=CC=1. Given the product [CH3:1][O:2][C:3]1[CH:4]=[C:5]2[C:10](=[CH:11][CH:12]=1)[C:9](=[O:13])[O:8][CH:7]=[CH:6]2, predict the reactants needed to synthesize it. (3) The reactants are: [Li+].[OH-].[Cl:3][C:4]1[N:9]=[C:8]([C:10]([O:12]C)=[O:11])[C:7]([NH:14][CH3:15])=[N:6][CH:5]=1.Cl. Given the product [Cl:3][C:4]1[N:9]=[C:8]([C:10]([OH:12])=[O:11])[C:7]([NH:14][CH3:15])=[N:6][CH:5]=1, predict the reactants needed to synthesize it. (4) Given the product [Br:7][C:8]1[CH:9]=[CH:10][C:11]([O:14][CH:24]2[CH2:23][N:22]([CH2:21][C:20]3[CH:31]=[CH:32][C:17]([C:16]([F:33])([F:34])[F:15])=[CH:18][CH:19]=3)[CH2:25]2)=[CH:12][N:13]=1, predict the reactants needed to synthesize it. The reactants are: CC(C)([O-])C.[K+].[Br:7][C:8]1[N:13]=[CH:12][C:11]([OH:14])=[CH:10][CH:9]=1.[F:15][C:16]([F:34])([F:33])[C:17]1[CH:32]=[CH:31][C:20]([CH2:21][N:22]2[CH2:25][CH:24](OS(C)(=O)=O)[CH2:23]2)=[CH:19][CH:18]=1.O. (5) Given the product [C:22]([O:26][C:27]([NH:29][C:30]1[S:34][C:33]([C:35]2[C:40]([F:41])=[CH:39][CH:38]=[CH:37][C:36]=2[F:42])=[N:32][C:31]=1[C:43]([NH:1][C:2]1[CH:3]=[N:4][N:5]([CH3:21])[C:6]=1[N:7]1[CH2:12][CH2:11][N:10]([C:13]([O:15][C:16]([CH3:17])([CH3:19])[CH3:18])=[O:14])[CH:9]([CH3:20])[CH2:8]1)=[O:44])=[O:28])([CH3:25])([CH3:23])[CH3:24], predict the reactants needed to synthesize it. The reactants are: [NH2:1][C:2]1[CH:3]=[N:4][N:5]([CH3:21])[C:6]=1[N:7]1[CH2:12][CH2:11][N:10]([C:13]([O:15][C:16]([CH3:19])([CH3:18])[CH3:17])=[O:14])[CH:9]([CH3:20])[CH2:8]1.[C:22]([O:26][C:27]([NH:29][C:30]1[S:34][C:33]([C:35]2[C:40]([F:41])=[CH:39][CH:38]=[CH:37][C:36]=2[F:42])=[N:32][C:31]=1[C:43](O)=[O:44])=[O:28])([CH3:25])([CH3:24])[CH3:23].CN(C(ON1N=NC2C=CC=NC1=2)=[N+](C)C)C.F[P-](F)(F)(F)(F)F.O. (6) Given the product [CH:1]1([NH:4][C:5]([C:7]2[CH:12]=[C:11]([C:13]3[C:14]([C:22]([NH:24][C:25]4[S:26][CH:27]=[CH:28][N:29]=4)=[O:23])=[CH:15][C:16]([C:19]([NH:34][C:50]4[NH:54][N:53]=[CH:63][CH:51]=4)=[O:20])=[CH:17][CH:18]=3)[C:10]([CH3:30])=[C:9]([F:31])[CH:8]=2)=[O:6])[CH2:3][CH2:2]1, predict the reactants needed to synthesize it. The reactants are: [CH:1]1([NH:4][C:5]([C:7]2[CH:8]=[C:9]([F:31])[C:10]([CH3:30])=[C:11]([C:13]3[CH:18]=[CH:17][C:16]([C:19](O)=[O:20])=[CH:15][C:14]=3[C:22]([NH:24][C:25]3[S:26][CH:27]=[CH:28][N:29]=3)=[O:23])[CH:12]=2)=[O:6])[CH2:3][CH2:2]1.C([N:34](CC)CC)C.F[P-](F)(F)(F)(F)F.ClC1C=C[C:50]2[N:54]=[N:53]N(OC(N(C)C)=[N+](C)C)[C:51]=2[CH:63]=1.CCOC(C)=O.